Task: Predict the product of the given reaction.. Dataset: Forward reaction prediction with 1.9M reactions from USPTO patents (1976-2016) (1) The product is: [C:1]([C:4]1[CH:5]=[CH:6][C:7]([N:10]=[N:11][C:12](=[C:16]2[C:25]3[C:20](=[CH:21][CH:22]=[CH:23][CH:24]=3)[CH2:19][C:18]([CH3:26])([CH3:27])[NH:17]2)[C:13]([NH:34][C:28]2[CH:33]=[CH:32][CH:31]=[CH:30][CH:29]=2)=[O:14])=[CH:8][CH:9]=1)(=[O:3])[CH3:2]. Given the reactants [C:1]([C:4]1[CH:9]=[CH:8][C:7]([N:10]=[N:11][C:12](=[C:16]2[C:25]3[C:20](=[CH:21][CH:22]=[CH:23][CH:24]=3)[CH2:19][C:18]([CH3:27])([CH3:26])[NH:17]2)[C:13](O)=[O:14])=[CH:6][CH:5]=1)(=[O:3])[CH3:2].[C:28]1([NH2:34])[CH:33]=[CH:32][CH:31]=[CH:30][CH:29]=1.C1C=CC2N(O)N=NC=2C=1.CN(C(ON1N=NC2C=CC=CC1=2)=[N+](C)C)C.F[P-](F)(F)(F)(F)F, predict the reaction product. (2) The product is: [NH2:12][C:4]1[C:3]([O:2][CH3:1])=[CH:11][CH:10]=[CH:9][C:5]=1[C:6]([C:11]1[CH:10]=[C:15]([CH3:17])[CH:5]=[CH:4][CH:3]=1)=[O:8]. Given the reactants [CH3:1][O:2][C:3]1[C:4]([N+:12]([O-])=O)=[C:5]([CH:9]=[CH:10][CH:11]=1)[C:6]([OH:8])=O.[C:15](O)([C:17](F)(F)F)=O, predict the reaction product. (3) Given the reactants [O:1]1[CH2:5][CH2:4][CH2:3][C@@H:2]1[CH2:6][OH:7].[F:8][C:9]1[CH:18]=[C:17](O)[CH:16]=[CH:15][C:10]=1[C:11]([O:13][CH3:14])=[O:12], predict the reaction product. The product is: [F:8][C:9]1[CH:18]=[C:17]([O:7][CH2:6][C@H:2]2[CH2:3][CH2:4][CH2:5][O:1]2)[CH:16]=[CH:15][C:10]=1[C:11]([O:13][CH3:14])=[O:12]. (4) Given the reactants [F:1][C:2]1[CH:3]=[CH:4][C:5]([CH2:8][O:9][C:10]2[CH:15]=[CH:14][N:13]([C:16]3[CH:21]=[CH:20][C:19]4[C:22]5[CH2:23][NH:24][CH2:25][CH2:26][C:27]=5[O:28][C:18]=4[CH:17]=3)[C:12](=[O:29])[CH:11]=2)=[N:6][CH:7]=1.[ClH:30].CCOCC, predict the reaction product. The product is: [ClH:30].[F:1][C:2]1[CH:3]=[CH:4][C:5]([CH2:8][O:9][C:10]2[CH:15]=[CH:14][N:13]([C:16]3[CH:21]=[CH:20][C:19]4[C:22]5[CH2:23][NH:24][CH2:25][CH2:26][C:27]=5[O:28][C:18]=4[CH:17]=3)[C:12](=[O:29])[CH:11]=2)=[N:6][CH:7]=1. (5) Given the reactants [Br:1][C:2]1[CH:8]=[CH:7][C:5]([OH:6])=[CH:4][C:3]=1[OH:9].[C:10](=[O:13])([O-])[O-].[K+].[K+].[CH3:16][O:17][CH2:18]Cl.[CH3:20]C(C)=O, predict the reaction product. The product is: [Br:1][C:2]1[CH:8]=[CH:7][C:5]([O:6][CH2:16][O:17][CH3:18])=[CH:4][C:3]=1[O:9][CH2:20][O:13][CH3:10].